From a dataset of Forward reaction prediction with 1.9M reactions from USPTO patents (1976-2016). Predict the product of the given reaction. (1) Given the reactants [CH2:1]([C@:3]1([C@@H:20]([OH:28])[C:21]([O:23]C(C)(C)C)=[O:22])[O:8][CH2:7][CH2:6][N:5]([C:9]2[CH:14]=[CH:13][CH:12]=[C:11]([C:15]([F:18])([F:17])[F:16])[N:10]=2)[C:4]1=[O:19])[CH3:2].N1C=CC=CC=1.[C:35](OC(=O)C)(=[O:37])[CH3:36], predict the reaction product. The product is: [C:35]([O:28][C@H:20]([C@@:3]1([CH2:1][CH3:2])[O:8][CH2:7][CH2:6][N:5]([C:9]2[CH:14]=[CH:13][CH:12]=[C:11]([C:15]([F:17])([F:18])[F:16])[N:10]=2)[C:4]1=[O:19])[C:21]([OH:23])=[O:22])(=[O:37])[CH3:36]. (2) Given the reactants [H-].[Na+].[Cl:3][C:4]1[CH:9]=[CH:8][C:7]([NH:10][C:11]([NH:13][C:14](=[O:23])[C:15]2[C:20]([F:21])=[CH:19][CH:18]=[CH:17][C:16]=2[F:22])=[O:12])=[CH:6][CH:5]=1.Cl[CH2:25][N:26]([CH2:37]Cl)[C:27](=[O:36])[O:28][CH2:29][C:30]1[CH:35]=[CH:34][CH:33]=[CH:32][CH:31]=1.O, predict the reaction product. The product is: [CH2:29]([O:28][C:27]([N:26]1[CH2:37][N:10]([C:7]2[CH:8]=[CH:9][C:4]([Cl:3])=[CH:5][CH:6]=2)[C:11](=[O:12])[N:13]([C:14](=[O:23])[C:15]2[C:20]([F:21])=[CH:19][CH:18]=[CH:17][C:16]=2[F:22])[CH2:25]1)=[O:36])[C:30]1[CH:35]=[CH:34][CH:33]=[CH:32][CH:31]=1. (3) The product is: [C:1]([O:5][C:6]([N:8]1[CH2:12][CH2:11][CH:10]([C:13]2[N:47]=[CH:24][C:23]3[CH:22]=[C:21]4[N:20]([C:26]([C:33]5[CH:38]=[CH:37][CH:36]=[CH:35][CH:34]=5)([C:39]5[CH:44]=[CH:43][CH:42]=[CH:41][CH:40]=5)[C:27]5[CH:28]=[CH:29][CH:30]=[CH:31][CH:32]=5)[N:19]=[C:18]([Br:45])[C:17]4=[CH:16][C:15]=3[N:14]=2)[CH2:9]1)=[O:7])([CH3:4])([CH3:3])[CH3:2]. Given the reactants [C:1]([O:5][C:6]([N:8]1[CH2:12][CH2:11][CH:10]([C:13](=O)[NH:14][C:15]2[CH:16]=[C:17]3[C:21](=[CH:22][C:23]=2[CH:24]=O)[N:20]([C:26]([C:39]2[CH:44]=[CH:43][CH:42]=[CH:41][CH:40]=2)([C:33]2[CH:38]=[CH:37][CH:36]=[CH:35][CH:34]=2)[C:27]2[CH:32]=[CH:31][CH:30]=[CH:29][CH:28]=2)[N:19]=[C:18]3[Br:45])[CH2:9]1)=[O:7])([CH3:4])([CH3:3])[CH3:2].[NH4+:47].[OH-], predict the reaction product. (4) Given the reactants [C:1](=O)([O-])[O-].[K+].[K+].[C:7]1([OH:17])[C:16]2[CH2:15][CH:14]=[CH:13][CH2:12][C:11]=2[CH:10]=[CH:9][CH:8]=1.S(OC)(OC)(=O)=O, predict the reaction product. The product is: [CH3:1][O:17][C:7]1[CH:8]=[CH:9][CH:10]=[C:11]2[C:16]=1[CH2:15][CH:14]=[CH:13][CH2:12]2. (5) The product is: [ClH:9].[ClH:9].[NH2:1][C@H:2]1[CH2:7][CH2:6][C@H:5]([NH:8][C:10]2[NH:11][C:12]([NH:19][CH2:20][C:21]3[CH:22]=[CH:23][CH:24]=[CH:25][CH:26]=3)=[C:13]3[C:17]([N:18]=2)=[N:16][CH:15]=[N:14]3)[CH2:4][CH2:3]1. Given the reactants [NH2:1][C@H:2]1[CH2:7][CH2:6][C@H:5]([NH2:8])[CH2:4][CH2:3]1.[Cl:9][C:10]1[NH:11][C:12]([NH:19][CH2:20][C:21]2[CH:26]=[CH:25][CH:24]=[CH:23][CH:22]=2)=[C:13]2[C:17]([N:18]=1)=[N:16][CH:15]=[N:14]2, predict the reaction product. (6) Given the reactants [NH2:1][C:2]1[N:7]=[C:6]([C:8]([NH:10][CH:11]([C:13]2[CH:14]=[N:15][C:16]([O:20][CH2:21][C:22]([F:25])([F:24])[F:23])=[C:17]([Cl:19])[CH:18]=2)[CH3:12])=[O:9])[CH:5]=[CH:4][N:3]=1.[C:26](Cl)(=[O:30])[CH:27]([CH3:29])[CH3:28], predict the reaction product. The product is: [Cl:19][C:17]1[CH:18]=[C:13]([CH:11]([NH:10][C:8]([C:6]2[CH:5]=[CH:4][N:3]=[C:2]([NH:1][C:26](=[O:30])[CH:27]([CH3:29])[CH3:28])[N:7]=2)=[O:9])[CH3:12])[CH:14]=[N:15][C:16]=1[O:20][CH2:21][C:22]([F:24])([F:23])[F:25]. (7) Given the reactants [Br:1][C:2]1[CH:10]=[C:9]([F:11])[C:8]([CH3:12])=[CH:7][C:3]=1[C:4]([OH:6])=[O:5].[Br:13]N1C(=O)CCC1=O.[O-]S([O-])(=S)=O.[Na+].[Na+], predict the reaction product. The product is: [Br:1][C:2]1[CH:10]=[C:9]([F:11])[C:8]([CH2:12][Br:13])=[CH:7][C:3]=1[C:4]([OH:6])=[O:5].